This data is from Full USPTO retrosynthesis dataset with 1.9M reactions from patents (1976-2016). The task is: Predict the reactants needed to synthesize the given product. (1) Given the product [F:27][C:24]([F:25])([F:26])[C:7]1[CH:8]=[C:9]([N:12]2[CH:16]=[C:15]([NH:17][C:18]([NH2:20])=[O:19])[C:14]([C:21]([NH2:23])=[O:22])=[N:13]2)[CH:10]=[CH:11][CH:6]=1, predict the reactants needed to synthesize it. The reactants are: C([O-])=O.[NH4+].Br[C:6]1[CH:11]=[CH:10][C:9]([N:12]2[CH:16]=[C:15]([NH:17][C:18]([NH2:20])=[O:19])[C:14]([C:21]([NH2:23])=[O:22])=[N:13]2)=[CH:8][C:7]=1[C:24]([F:27])([F:26])[F:25]. (2) Given the product [CH3:22][C:16]1[CH:17]=[CH:18][CH:19]=[C:20]([CH3:21])[C:15]=1[CH2:14][O:13][C:4]1[C:5]2[N:6]([C:8]([CH3:12])=[C:9]([CH3:11])[N:10]=2)[CH:7]=[C:2]([C:25]2[CH:24]=[N:23][CH:28]=[CH:27][CH:26]=2)[CH:3]=1, predict the reactants needed to synthesize it. The reactants are: Br[C:2]1[CH:3]=[C:4]([O:13][CH2:14][C:15]2[C:20]([CH3:21])=[CH:19][CH:18]=[CH:17][C:16]=2[CH3:22])[C:5]2[N:6]([C:8]([CH3:12])=[C:9]([CH3:11])[N:10]=2)[CH:7]=1.[N:23]1[CH:28]=[CH:27][CH:26]=[C:25](B(O)O)[CH:24]=1.C(=O)([O-])[O-].[Na+].[Na+].